This data is from Forward reaction prediction with 1.9M reactions from USPTO patents (1976-2016). The task is: Predict the product of the given reaction. (1) Given the reactants [CH2:1]([S:8][C:9]1[CH:10]=[CH:11][C:12]([NH:22][C:23]2[C:28]([O:29][CH3:30])=[CH:27][C:26]([C:31]3[CH:36]=[CH:35][CH:34]=[C:33]([Cl:37])[CH:32]=3)=[CH:25][C:24]=2[F:38])=[C:13](/[CH:15]=[CH:16]/[C:17](OCC)=[O:18])[CH:14]=1)[C:2]1[CH:7]=[CH:6][CH:5]=[CH:4][CH:3]=1.C[O-].[Na+], predict the reaction product. The product is: [CH2:1]([S:8][C:9]1[CH:14]=[C:13]2[C:12](=[CH:11][CH:10]=1)[N:22]([C:23]1[C:28]([O:29][CH3:30])=[CH:27][C:26]([C:31]3[CH:36]=[CH:35][CH:34]=[C:33]([Cl:37])[CH:32]=3)=[CH:25][C:24]=1[F:38])[C:17](=[O:18])[CH:16]=[CH:15]2)[C:2]1[CH:7]=[CH:6][CH:5]=[CH:4][CH:3]=1. (2) Given the reactants [Br:1][C:2]1[CH:3]=[C:4]([Cl:9])[C:5](=O)[NH:6][CH:7]=1.P(Cl)(Cl)(Cl)(Cl)[Cl:11].C(OCC)(=O)C, predict the reaction product. The product is: [Br:1][C:2]1[CH:3]=[C:4]([Cl:9])[C:5]([Cl:11])=[N:6][CH:7]=1.